Dataset: Forward reaction prediction with 1.9M reactions from USPTO patents (1976-2016). Task: Predict the product of the given reaction. (1) Given the reactants [C:1]1([CH:7]([OH:13])[CH2:8][CH2:9][C:10]#[C:11][CH3:12])[CH:6]=[CH:5][CH:4]=[CH:3][CH:2]=1.[CH:14](=O)[CH3:15].C[Si]([O:21][S:22]([C:25]([F:28])([F:27])[F:26])(=[O:24])=[O:23])(C)C.C([O-])(O)=O.[Na+], predict the reaction product. The product is: [F:26][C:25]([F:28])([F:27])[S:22]([O:24]/[C:11](=[C:10]1/[CH:14]([CH3:15])[O:13][CH:7]([C:1]2[CH:6]=[CH:5][CH:4]=[CH:3][CH:2]=2)[CH2:8][CH2:9]/1)/[CH3:12])(=[O:23])=[O:21]. (2) Given the reactants [OH-].[Na+].[BH4-].[Na+].[CH3:5][C:6]1([CH3:16])[C:14]2[C:9](=[CH:10][CH:11]=[CH:12][CH:13]=2)[C:8](=[O:15])[CH2:7]1, predict the reaction product. The product is: [CH3:5][C:6]1([CH3:16])[C:14]2[C:9](=[CH:10][CH:11]=[CH:12][CH:13]=2)[CH:8]([OH:15])[CH2:7]1. (3) Given the reactants ClC1C=CC([CH:8]2[NH:12][C:11]([C:13]3[CH:18]=[CH:17]C(OC)=CC=3OCC)=NC2CC)=CC=1.[Cl:26][C:27]1[CH:32]=[CH:31][C:30]([CH:33]2[N:37]([C:38]([N:40]3[CH2:45][CH2:44]N(C)[CH2:42][CH2:41]3)=[O:39])[C:36]([C:47]3[CH:52]=[CH:51][C:50]([O:53][CH3:54])=[CH:49][C:48]=3[O:55][CH2:56][CH3:57])=[N:35][CH:34]2[CH2:58][CH:59]2CCCC2)=[CH:29][CH:28]=1, predict the reaction product. The product is: [Cl:26][C:27]1[CH:32]=[CH:31][C:30]([CH:33]2[N:37]([C:38]([N:40]3[CH2:45][CH2:44][CH:8]([N:12]4[CH2:11][CH2:13][CH2:18][CH2:17]4)[CH2:42][CH2:41]3)=[O:39])[C:36]([C:47]3[CH:52]=[CH:51][C:50]([O:53][CH3:54])=[CH:49][C:48]=3[O:55][CH2:56][CH3:57])=[N:35][CH:34]2[CH2:58][CH3:59])=[CH:29][CH:28]=1. (4) Given the reactants [CH:1]([N:4]1[C:12]2[CH:11]=[C:10]([C:13]3[CH:14]=[N:15][CH:16]=[CH:17][CH:18]=3)[CH:9]=[C:8]([C:19]([O:21]C)=[O:20])[C:7]=2[C:6]([CH3:23])=[N:5]1)([CH3:3])[CH3:2].C(N1C2C=C(C3C=C4C=CNC4=NC=3)C=C(C(OC)=O)C=2C=N1)(C)C.O[Li].O, predict the reaction product. The product is: [CH:1]([N:4]1[C:12]2[CH:11]=[C:10]([C:13]3[CH:14]=[N:15][CH:16]=[CH:17][CH:18]=3)[CH:9]=[C:8]([C:19]([OH:21])=[O:20])[C:7]=2[C:6]([CH3:23])=[N:5]1)([CH3:3])[CH3:2]. (5) The product is: [Br:1][C:2]1[CH:7]=[C:6]2[C:5](=[CH:4][CH:3]=1)[O:11][CH:18]([CH:14]1[CH2:15][CH2:16][CH2:17][O:12][CH2:13]1)[CH2:9][C:8]2=[O:10]. Given the reactants [Br:1][C:2]1[CH:3]=[CH:4][C:5]([OH:11])=[C:6]([C:8](=[O:10])[CH3:9])[CH:7]=1.[O:12]1[CH2:17][CH2:16][CH2:15][CH:14]([CH:18]=O)[CH2:13]1, predict the reaction product. (6) The product is: [CH3:1][O:2][C:3]1[CH:8]=[C:7]([NH2:9])[CH:6]=[C:5]([C:12]2[CH:16]=[CH:15][S:14][CH:13]=2)[CH:4]=1. Given the reactants [CH3:1][O:2][C:3]1[CH:4]=[C:5]([C:12]2[CH:16]=[CH:15][S:14][CH:13]=2)[CH:6]=[C:7]([N+:9]([O-])=O)[CH:8]=1.[Cl-].[NH4+].CO, predict the reaction product. (7) Given the reactants C([O:3][C:4]([CH:6]1[N:36](C(OC(C)(C)C)=O)[CH2:35][C:9]2[N:10]=[CH:11][N:12]=[C:13]([O:14][C:15]3[CH:16]=[C:17]4[C:21](=[CH:22][CH:23]=3)[N:20]([C:24](=[O:34])[NH:25][C:26]3[CH:30]=[C:29]([CH:31]5[CH2:33][CH2:32]5)[O:28][N:27]=3)[CH:19]=[CH:18]4)[C:8]=2[CH2:7]1)=O)C.[Li+].[OH-].C(Cl)(=O)C(Cl)=O.[CH3:52][NH2:53], predict the reaction product. The product is: [CH3:52][NH:53][C:4]([CH:6]1[NH:36][CH2:35][C:9]2[N:10]=[CH:11][N:12]=[C:13]([O:14][C:15]3[CH:16]=[C:17]4[C:21](=[CH:22][CH:23]=3)[N:20]([C:24](=[O:34])[NH:25][C:26]3[CH:30]=[C:29]([CH:31]5[CH2:32][CH2:33]5)[O:28][N:27]=3)[CH:19]=[CH:18]4)[C:8]=2[CH2:7]1)=[O:3]. (8) The product is: [CH2:29]([O:22][CH2:21][CH2:20][C@@H:19]([C:24]([OH:26])=[O:25])[NH:18][C:1]([O:3][CH2:4][CH:5]1[C:6]2[C:11](=[CH:10][CH:9]=[CH:8][CH:7]=2)[C:12]2[C:17]1=[CH:16][CH:15]=[CH:14][CH:13]=2)=[O:2])[C:30]1[CH:35]=[CH:34][CH:33]=[CH:32][CH:31]=1. Given the reactants [C:1]([NH:18][C@H:19]([C:24]([OH:26])=[O:25])[CH2:20][C:21](O)=[O:22])([O:3][CH2:4][CH:5]1[C:17]2[C:12](=[CH:13][CH:14]=[CH:15][CH:16]=2)[C:11]2[C:6]1=[CH:7][CH:8]=[CH:9][CH:10]=2)=[O:2].[BH4-].[Na+].[CH2:29](Br)[C:30]1[CH:35]=[CH:34][CH:33]=[CH:32][CH:31]=1, predict the reaction product. (9) Given the reactants [Cl:1][C:2]1[C:7]([Cl:8])=[CH:6][CH:5]=[CH:4][C:3]=1[NH:9][C:10](=[O:32])[NH:11][C:12]1[N:16]([C:17]2[CH:22]=[CH:21][C:20]([CH2:23][C:24]([OH:26])=[O:25])=[CH:19][CH:18]=2)[N:15]=[C:14]([C:27]2[CH:31]=[CH:30][S:29][CH:28]=2)[CH:13]=1.[CH2:33]1CN([P+](ON2N=NC3C=CC=CC2=3)(N2CCCC2)N2CCCC2)CC1.F[P-](F)(F)(F)(F)F.CO.O, predict the reaction product. The product is: [Cl:1][C:2]1[C:7]([Cl:8])=[CH:6][CH:5]=[CH:4][C:3]=1[NH:9][C:10](=[O:32])[NH:11][C:12]1[N:16]([C:17]2[CH:18]=[CH:19][C:20]([CH2:23][C:24]([O:26][CH3:33])=[O:25])=[CH:21][CH:22]=2)[N:15]=[C:14]([C:27]2[CH:31]=[CH:30][S:29][CH:28]=2)[CH:13]=1. (10) Given the reactants [CH2:1]([C@H:4]1[CH2:10][N:9]([CH:11]2[CH2:15][CH2:14][CH2:13][CH2:12]2)[C:8]2[N:16]=[C:17]([NH:20][C:21]3[CH:29]=[CH:28][C:24]([C:25](O)=[O:26])=[CH:23][C:22]=3[O:30][CH3:31])[N:18]=[CH:19][C:7]=2[N:6]([CH3:32])[C:5]1=[O:33])[CH:2]=[CH2:3].[CH3:34][N:35]1[CH2:39][CH2:38][C@@H:37]([NH2:40])[CH2:36]1, predict the reaction product. The product is: [CH2:1]([C@H:4]1[CH2:10][N:9]([CH:11]2[CH2:15][CH2:14][CH2:13][CH2:12]2)[C:8]2[N:16]=[C:17]([NH:20][C:21]3[CH:29]=[CH:28][C:24]([C:25]([NH:40][C@@H:37]4[CH2:38][CH2:39][N:35]([CH3:34])[CH2:36]4)=[O:26])=[CH:23][C:22]=3[O:30][CH3:31])[N:18]=[CH:19][C:7]=2[N:6]([CH3:32])[C:5]1=[O:33])[CH:2]=[CH2:3].